This data is from Full USPTO retrosynthesis dataset with 1.9M reactions from patents (1976-2016). The task is: Predict the reactants needed to synthesize the given product. Given the product [CH3:33][N:32]([S:29]([N:6]([CH2:5][C:4]([OH:35])=[O:3])[CH2:7][C:8]1[CH:9]=[CH:10][C:11]([O:14][CH2:15][CH2:16][C:17]2[N:18]=[C:19]([C:23]3[CH:24]=[CH:25][CH:26]=[CH:27][CH:28]=3)[O:20][C:21]=2[CH3:22])=[CH:12][CH:13]=1)(=[O:30])=[O:31])[CH3:34], predict the reactants needed to synthesize it. The reactants are: C([O:3][C:4](=[O:35])[CH2:5][N:6]([S:29]([N:32]([CH3:34])[CH3:33])(=[O:31])=[O:30])[CH2:7][C:8]1[CH:13]=[CH:12][C:11]([O:14][CH2:15][CH2:16][C:17]2[N:18]=[C:19]([C:23]3[CH:28]=[CH:27][CH:26]=[CH:25][CH:24]=3)[O:20][C:21]=2[CH3:22])=[CH:10][CH:9]=1)C.O.[OH-].[Li+].